This data is from Forward reaction prediction with 1.9M reactions from USPTO patents (1976-2016). The task is: Predict the product of the given reaction. (1) Given the reactants ClC(Cl)(O[C:5](=[O:11])OC(Cl)(Cl)Cl)Cl.C([N:15](CC)CC)C.[O:20]1[CH2:24][CH2:23][CH2:22][CH2:21]1, predict the reaction product. The product is: [O:20]1[CH2:24][CH2:23][CH2:22][CH2:21]1.[N-:15]=[C:5]=[O:11].[CH3:22][CH2:21][O:20][CH2:24][CH3:23]. (2) Given the reactants [NH2:1][C:2]1[CH:7]=[C:6]([OH:8])[CH:5]=[CH:4][N:3]=1.C1CCN2C(=NCCC2)CC1.F[C:21]1[CH:29]=[CH:28][C:27]([N+:30]([O-:32])=[O:31])=[C:26]2[C:22]=1[CH:23]=[N:24][NH:25]2, predict the reaction product. The product is: [N+:30]([C:27]1[CH:28]=[CH:29][C:21]([O:8][C:6]2[CH:5]=[CH:4][N:3]=[C:2]([NH2:1])[CH:7]=2)=[C:22]2[C:26]=1[NH:25][N:24]=[CH:23]2)([O-:32])=[O:31]. (3) The product is: [Cl:19][CH2:1][C:2]1[N:3]=[C:4]([N:8]2[CH2:13][CH2:12][CH:11]([C:14]([O:16][CH2:17][CH3:18])=[O:15])[CH2:10][CH2:9]2)[S:5][C:6]=1[CH3:7]. Given the reactants [CH3:1][C:2]1[N:3]=[C:4]([N:8]2[CH2:13][CH2:12][CH:11]([C:14]([O:16][CH2:17][CH3:18])=[O:15])[CH2:10][CH2:9]2)[S:5][C:6]=1[CH3:7].[Cl:19]N1C(=O)CCC1=O.C(=O)([O-])O.[Na+], predict the reaction product. (4) Given the reactants [NH:1]1[CH:5]=[CH:4][C:3]([C:6]([O:8][CH2:9][CH3:10])=[O:7])=[CH:2]1.[H-].[Na+].Br[CH2:14][CH2:15][CH2:16][C:17]([O:19][C:20]([CH3:23])([CH3:22])[CH3:21])=[O:18], predict the reaction product. The product is: [C:20]([O:19][C:17](=[O:18])[CH2:16][CH2:15][CH2:14][N:1]1[CH:5]=[CH:4][C:3]([C:6]([O:8][CH2:9][CH3:10])=[O:7])=[CH:2]1)([CH3:23])([CH3:22])[CH3:21]. (5) Given the reactants Cl.Cl.[CH2:3]([O:5][C:6](=[O:12])[CH2:7][NH:8][CH2:9][CH2:10][NH2:11])[CH3:4].[C:13]([C:21]1[S:25][C:24]([S:26](Cl)(=[O:28])=[O:27])=[N:23][C:22]=1[C:30]1[CH:35]=[CH:34][CH:33]=[CH:32][CH:31]=1)(=[O:20])[C:14]1[CH:19]=[CH:18][CH:17]=[CH:16][CH:15]=1, predict the reaction product. The product is: [CH2:3]([O:5][C:6](=[O:12])[CH2:7][NH:8][CH2:9][CH2:10][NH:11][S:26]([C:24]1[S:25][C:21]([C:13](=[O:20])[C:14]2[CH:15]=[CH:16][CH:17]=[CH:18][CH:19]=2)=[C:22]([C:30]2[CH:35]=[CH:34][CH:33]=[CH:32][CH:31]=2)[N:23]=1)(=[O:27])=[O:28])[CH3:4]. (6) Given the reactants [CH:1]([C:4]1[CH:9]=[CH:8][CH:7]=[CH:6][CH:5]=1)([CH3:3])[CH3:2].[Cl-].[Al+3].[Cl-].[Cl-].[C:14](Cl)(=[O:16])[CH3:15].Cl, predict the reaction product. The product is: [CH3:2][CH:1]([C:4]1[CH:9]=[CH:8][C:7]([C:14]([CH3:15])=[O:16])=[CH:6][CH:5]=1)[CH3:3]. (7) Given the reactants [NH2:1][C:2]1[C:11]2[N:12]=[C:13]([CH2:39][CH2:40][O:41][CH3:42])[N:14]([CH2:15][CH2:16][CH2:17][N:18]([CH2:27][C:28]3[CH:29]=[C:30]([CH:36]=[CH:37][CH:38]=3)[O:31][CH2:32][C:33]([OH:35])=[O:34])[C:19](=[O:26])[CH2:20][N:21]([CH2:24][CH3:25])[CH2:22][CH3:23])[C:10]=2[C:9]2[CH:8]=[CH:7][CH:6]=[CH:5][C:4]=2[N:3]=1, predict the reaction product. The product is: [NH2:1][C:2]1[C:11]2[N:12]=[C:13]([CH2:39][CH2:40][O:41][CH3:42])[N:14]([CH2:15][CH2:16][CH2:17][N:18]([CH2:27][C:28]3[CH:29]=[C:30]([CH:36]=[CH:37][CH:38]=3)[O:31][CH2:32][C:33]([O:35][CH2:29][CH2:30][O:31][CH3:32])=[O:34])[C:19](=[O:26])[CH2:20][N:21]([CH2:24][CH3:25])[CH2:22][CH3:23])[C:10]=2[C:9]2[CH:8]=[CH:7][CH:6]=[CH:5][C:4]=2[N:3]=1. (8) The product is: [CH3:12][O:10][C:9](=[O:11])[CH2:8][C:3]1[CH:4]=[CH:5][CH:6]=[CH:7][C:2]=1[I:1]. Given the reactants [I:1][C:2]1[CH:7]=[CH:6][CH:5]=[CH:4][C:3]=1[CH2:8][C:9]([OH:11])=[O:10].[C:12](Cl)(=O)C, predict the reaction product. (9) Given the reactants [NH2:1][C:2]1[CH:22]=[C:21]([C:23]2[N:27]=C(C)O[N:24]=2)[CH:20]=[CH:19][C:3]=1[CH2:4][NH:5][C:6](=[O:18])[C:7]1[CH:12]=[C:11]([O:13][CH3:14])[C:10]([CH3:15])=[C:9]([O:16][CH3:17])[CH:8]=1.[C:29]1(=O)[CH2:33][CH2:32][CH2:31][CH2:30]1, predict the reaction product. The product is: [C:23]([C:21]1[CH:20]=[CH:19][C:3]([CH2:4][NH:5][C:6](=[O:18])[C:7]2[CH:12]=[C:11]([O:13][CH3:14])[C:10]([CH3:15])=[C:9]([O:16][CH3:17])[CH:8]=2)=[C:2]([NH:1][CH:29]2[CH2:33][CH2:32][CH2:31][CH2:30]2)[CH:22]=1)(=[NH:27])[NH2:24]. (10) Given the reactants [CH3:1][O:2][C:3](=[O:29])[CH:4]([NH:13][C:14](=[O:28])[CH:15]([CH2:23][S:24][C:25](=[O:27])[CH3:26])[CH2:16][C:17]1[CH:22]=[CH:21][CH:20]=[CH:19][CH:18]=1)[CH2:5][C:6]1[CH:11]=[CH:10][C:9]([NH2:12])=[CH:8][CH:7]=1.[C:30]([O:34][C:35]([N:37]([CH2:48][C:49](O)=[O:50])[CH2:38][C:39]([N:41]1[CH2:45][CH2:44][CH2:43][CH:42]1[C:46]#[N:47])=[O:40])=[O:36])([CH3:33])([CH3:32])[CH3:31].P(Cl)(Cl)(Cl)=O, predict the reaction product. The product is: [CH3:1][O:2][C:3](=[O:29])[CH:4]([NH:13][C:14](=[O:28])[CH:15]([CH2:23][S:24][C:25](=[O:27])[CH3:26])[CH2:16][C:17]1[CH:18]=[CH:19][CH:20]=[CH:21][CH:22]=1)[CH2:5][C:6]1[CH:7]=[CH:8][C:9]([NH:12][C:49](=[O:50])[CH2:48][N:37]([C:35]([O:34][C:30]([CH3:32])([CH3:31])[CH3:33])=[O:36])[CH2:38][C:39]([N:41]2[CH2:45][CH2:44][CH2:43][CH:42]2[C:46]#[N:47])=[O:40])=[CH:10][CH:11]=1.